The task is: Predict which catalyst facilitates the given reaction.. This data is from Catalyst prediction with 721,799 reactions and 888 catalyst types from USPTO. (1) Reactant: [ClH:1].O1CCOCC1.[CH3:8][C@H:9]1[C@@H:14]([N:15]([C:17]2[N:25]=[CH:24][N:23]=[C:22]3[C:18]=2[CH:19]=[CH:20][NH:21]3)[CH3:16])[CH2:13][N:12]([C:26]([CH2:28][C:29]#[N:30])=[O:27])[CH2:11][CH2:10]1.C(OCC)(=O)C. Product: [CH3:8][C@H:9]1[C@@H:14]([N:15]([C:17]2[N:25]=[CH:24][N:23]=[C:22]3[C:18]=2[CH:19]=[CH:20][NH:21]3)[CH3:16])[CH2:13][N:12]([C:26]([CH2:28][C:29]#[N:30])=[O:27])[CH2:11][CH2:10]1.[ClH:1]. The catalyst class is: 463. (2) Reactant: [Cl:1][C:2]1[N:3]=[C:4]([N:11]2[CH2:16][CH2:15][O:14][CH2:13][CH2:12]2)[C:5]2[S:10][CH:9]=[CH:8][C:6]=2[N:7]=1.[Li]CCCC.CCCCCC.CN(C)[CH:30]=[O:31]. Product: [Cl:1][C:2]1[N:3]=[C:4]([N:11]2[CH2:16][CH2:15][O:14][CH2:13][CH2:12]2)[C:5]2[S:10][C:9]([CH:30]=[O:31])=[CH:8][C:6]=2[N:7]=1. The catalyst class is: 7.